Dataset: Full USPTO retrosynthesis dataset with 1.9M reactions from patents (1976-2016). Task: Predict the reactants needed to synthesize the given product. (1) Given the product [Cl:1][C:2]1[CH:7]=[CH:6][C:5]([C@H:8]([N:67]2[CH:68]=[CH:69][C:64]([C:62]3[CH:61]=[CH:60][N:59]=[C:58]([S:57][CH3:56])[N:63]=3)=[CH:65][C:66]2=[O:70])[C@@H:9]2[CH2:13][CH2:12][N:11]([C:14]([O:16][C:17]([CH3:20])([CH3:19])[CH3:18])=[O:15])[CH2:10]2)=[CH:4][C:3]=1[F:22].[Cl:1][C:2]1[CH:7]=[CH:6][C:5]([C@@H:8]([N:67]2[CH:68]=[CH:69][C:64]([C:62]3[CH:61]=[CH:60][N:59]=[C:58]([S:57][CH3:56])[N:63]=3)=[CH:65][C:66]2=[O:70])[C@@H:9]2[CH2:13][CH2:12][N:11]([C:14]([O:16][C:17]([CH3:20])([CH3:19])[CH3:18])=[O:15])[CH2:10]2)=[CH:4][C:3]=1[F:22], predict the reactants needed to synthesize it. The reactants are: [Cl:1][C:2]1[CH:7]=[CH:6][C:5]([CH:8](O)[C@@H:9]2[CH2:13][CH2:12][N:11]([C:14]([O:16][C:17]([CH3:20])([CH3:19])[CH3:18])=[O:15])[CH2:10]2)=[CH:4][C:3]=1[F:22].C1(P(C2C=CC=CC=2)C2C=CC=CC=2)C=CC=CC=1.N(C(OC(C)C)=O)=NC(OC(C)C)=O.[CH3:56][S:57][C:58]1[N:63]=[C:62]([C:64]2[CH:69]=[CH:68][NH:67][C:66](=[O:70])[CH:65]=2)[CH:61]=[CH:60][N:59]=1. (2) Given the product [CH3:1][C:2]([CH3:17])([CH2:12][C:13]([F:14])([F:15])[F:16])[C:3](=[O:11])[C:4]([C:5]1[CH:10]=[CH:9][CH:8]=[CH:7][CH:6]=1)=[CH2:19], predict the reactants needed to synthesize it. The reactants are: [CH3:1][C:2]([CH3:17])([CH2:12][C:13]([F:16])([F:15])[F:14])[C:3](=[O:11])[CH2:4][C:5]1[CH:10]=[CH:9][CH:8]=[CH:7][CH:6]=1.N1CCCC[CH2:19]1.C=O.